Dataset: Forward reaction prediction with 1.9M reactions from USPTO patents (1976-2016). Task: Predict the product of the given reaction. (1) Given the reactants [CH2:1]([N:8]1[C:12]([O:13][C:14]2[CH:21]=[CH:20][C:17]([CH:18]=O)=[CH:16][CH:15]=2)=[N:11][N:10]=[N:9]1)[C:2]1[CH:7]=[CH:6][CH:5]=[CH:4][CH:3]=1.[NH2:22][C:23]1[N:24]=[N:25][C:26]([CH3:29])=[CH:27][CH:28]=1.C([O:32][C:33](=O)[C:34]([OH:47])=[CH:35][C:36]([C:38]1[CH:43]=[CH:42][C:41]([CH:44]([CH3:46])[CH3:45])=[CH:40][CH:39]=1)=[O:37])C, predict the reaction product. The product is: [CH2:1]([N:8]1[C:12]([O:13][C:14]2[CH:21]=[CH:20][C:17]([CH:18]3[N:22]([C:23]4[N:24]=[N:25][C:26]([CH3:29])=[CH:27][CH:28]=4)[C:33](=[O:32])[C:34]([OH:47])=[C:35]3[C:36](=[O:37])[C:38]3[CH:39]=[CH:40][C:41]([CH:44]([CH3:45])[CH3:46])=[CH:42][CH:43]=3)=[CH:16][CH:15]=2)=[N:11][N:10]=[N:9]1)[C:2]1[CH:7]=[CH:6][CH:5]=[CH:4][CH:3]=1. (2) Given the reactants Cl[C:2]1[C:11]2[C:6](=[CH:7][CH:8]=[CH:9][C:10]=2[O:12][CH:13]2[CH2:18][CH2:17][N:16]([CH3:19])[CH2:15][CH2:14]2)[N:5]=[CH:4][N:3]=1.[Cl:20][C:21]1[CH:34]=[C:33]([NH2:35])[CH:32]=[CH:31][C:22]=1[O:23][CH2:24][C:25]1[O:29][N:28]=[C:27]([CH3:30])[CH:26]=1, predict the reaction product. The product is: [Cl:20][C:21]1[CH:34]=[C:33]([CH:32]=[CH:31][C:22]=1[O:23][CH2:24][C:25]1[O:29][N:28]=[C:27]([CH3:30])[CH:26]=1)[NH:35][C:2]1[C:11]2[C:6](=[CH:7][CH:8]=[CH:9][C:10]=2[O:12][CH:13]2[CH2:18][CH2:17][N:16]([CH3:19])[CH2:15][CH2:14]2)[N:5]=[CH:4][N:3]=1. (3) Given the reactants [OH-].[K+].C[O:4][C:5](=[O:18])[C:6]([CH3:17])([CH3:16])[CH2:7][O:8][CH2:9][C:10]1[CH:15]=[CH:14][CH:13]=[CH:12][CH:11]=1, predict the reaction product. The product is: [CH2:9]([O:8][CH2:7][C:6]([CH3:17])([CH3:16])[C:5]([OH:18])=[O:4])[C:10]1[CH:15]=[CH:14][CH:13]=[CH:12][CH:11]=1. (4) Given the reactants C[O:2][C:3](=[O:22])[C:4]1[C:9]([N+:10]([O-:12])=[O:11])=[CH:8][CH:7]=[CH:6][C:5]=1[CH2:13][NH:14][C:15]([O:17][C:18]([CH3:21])([CH3:20])[CH3:19])=[O:16].CCOCC, predict the reaction product. The product is: [C:18]([O:17][C:15]([NH:14][CH2:13][C:5]1[CH:6]=[CH:7][CH:8]=[C:9]([N+:10]([O-:12])=[O:11])[C:4]=1[C:3]([OH:22])=[O:2])=[O:16])([CH3:21])([CH3:19])[CH3:20]. (5) Given the reactants C[O:2][C:3]([C:5]1[CH:6]=[CH:7][CH:8]=[C:9]2[C:14]=1[NH:13][CH:12]([C:15]1[CH:20]=[CH:19][CH:18]=[C:17](Br)[CH:16]=1)[CH2:11][C:10]2([CH3:23])[CH3:22])=[O:4].[NH2:24][C:25]1([C:28]([OH:30])=[O:29])[CH2:27][CH2:26]1.C(=O)([O-])[O-].[K+].[K+], predict the reaction product. The product is: [C:28]([C:25]1([NH:24][C:17]2[CH:16]=[C:15]([CH:12]3[CH2:11][C:10]([CH3:23])([CH3:22])[C:9]4[C:14](=[C:5]([C:3]([OH:2])=[O:4])[CH:6]=[CH:7][CH:8]=4)[NH:13]3)[CH:20]=[CH:19][CH:18]=2)[CH2:27][CH2:26]1)([OH:30])=[O:29]. (6) Given the reactants C[O:2][C:3](=O)[CH2:4][CH:5]([NH:13][C:14]([O:16][C:17]([CH3:20])([CH3:19])[CH3:18])=[O:15])[C:6]1[CH:11]=[CH:10][CH:9]=[CH:8][C:7]=1[Cl:12], predict the reaction product. The product is: [C:17]([O:16][C:14](=[O:15])[NH:13][CH:5]([C:6]1[CH:11]=[CH:10][CH:9]=[CH:8][C:7]=1[Cl:12])[CH2:4][CH2:3][OH:2])([CH3:20])([CH3:18])[CH3:19]. (7) Given the reactants [F:1][C:2]1[CH:7]=[CH:6][CH:5]=[CH:4][C:3]=1[C@H:8]([O:10][C:11](=[O:27])[NH:12][C:13]1[C:14]([CH3:26])=[N:15][O:16][C:17]=1[C:18]1[CH:23]=[CH:22][C:21](Br)=[C:20]([CH3:25])[CH:19]=1)[CH3:9].[CH2:28]([O:30][C:31](=[O:48])[CH2:32][C:33]1[CH:38]=[CH:37][C:36](B2OC(C)(C)C(C)(C)O2)=[CH:35][CH:34]=1)[CH3:29].C(=O)(O)[O-].[Na+], predict the reaction product. The product is: [CH2:28]([O:30][C:31](=[O:48])[CH2:32][C:33]1[CH:38]=[CH:37][C:36]([C:21]2[CH:22]=[CH:23][C:18]([C:17]3[O:16][N:15]=[C:14]([CH3:26])[C:13]=3[NH:12][C:11]([O:10][C@@H:8]([C:3]3[CH:4]=[CH:5][CH:6]=[CH:7][C:2]=3[F:1])[CH3:9])=[O:27])=[CH:19][C:20]=2[CH3:25])=[CH:35][CH:34]=1)[CH3:29]. (8) Given the reactants [F:1][C:2]([F:15])([F:14])[S:3]([O:6]S(C(F)(F)F)(=O)=O)(=[O:5])=[O:4].O[C:17]1[CH:26]=[CH:25][C:20]([C:21]([O:23][CH3:24])=[O:22])=[C:19]([O:27][CH3:28])[CH:18]=1.N1C=CC=CC=1.Cl, predict the reaction product. The product is: [CH3:28][O:27][C:19]1[CH:18]=[C:17]([O:6][S:3]([C:2]([F:15])([F:14])[F:1])(=[O:5])=[O:4])[CH:26]=[CH:25][C:20]=1[C:21]([O:23][CH3:24])=[O:22].